Predict which catalyst facilitates the given reaction. From a dataset of Catalyst prediction with 721,799 reactions and 888 catalyst types from USPTO. (1) Reactant: CN(C)[C:3](=[O:5])[CH3:4].FC(F)(F)S(OS(C(F)(F)F)(=O)=O)(=O)=O.[CH:22]([C:24]1[CH:33]=[CH:32][C:27]([C:28]([O:30][CH3:31])=[O:29])=[C:26]([CH3:34])[CH:25]=1)=[CH2:23].CC1C=C(C)C=C(C)N=1. Product: [CH3:34][C:26]1[CH:25]=[C:24]([CH:22]2[CH2:4][C:3](=[O:5])[CH2:23]2)[CH:33]=[CH:32][C:27]=1[C:28]([O:30][CH3:31])=[O:29]. The catalyst class is: 26. (2) Reactant: F[C:2]1[N:7]=[C:6]([C:8]2[C:9](=[O:31])[O:10][C:11]3[C:16]([CH:17]=2)=[CH:15][CH:14]=[C:13]([N:18]2[CH2:23][CH2:22][N:21]([C:24]([O:26][C:27]([CH3:30])([CH3:29])[CH3:28])=[O:25])[CH2:20][CH2:19]2)[CH:12]=3)[CH:5]=[CH:4][CH:3]=1.[NH:32]1[CH2:36][CH2:35][CH2:34][CH2:33]1. Product: [O:31]=[C:9]1[C:8]([C:6]2[CH:5]=[CH:4][CH:3]=[C:2]([N:32]3[CH2:36][CH2:35][CH2:34][CH2:33]3)[N:7]=2)=[CH:17][C:16]2[C:11](=[CH:12][C:13]([N:18]3[CH2:23][CH2:22][N:21]([C:24]([O:26][C:27]([CH3:30])([CH3:29])[CH3:28])=[O:25])[CH2:20][CH2:19]3)=[CH:14][CH:15]=2)[O:10]1. The catalyst class is: 6. (3) Reactant: [N+:1]([C:4]1[CH:45]=[CH:44][C:7]([O:8][CH2:9][C:10]([CH2:33][O:34][C:35]2[CH:40]=[CH:39][C:38]([N+:41]([O-])=O)=[CH:37][CH:36]=2)([CH2:22][O:23][C:24]2[CH:29]=[CH:28][C:27]([N+:30]([O-])=O)=[CH:26][CH:25]=2)[CH2:11][O:12][C:13]2[CH:18]=[CH:17][C:16]([N+:19]([O-])=O)=[CH:15][CH:14]=2)=[CH:6][CH:5]=1)([O-])=O.[H][H]. Product: [NH2:19][C:16]1[CH:15]=[CH:14][C:13]([O:12][CH2:11][C:10]([CH2:9][O:8][C:7]2[CH:6]=[CH:5][C:4]([NH2:1])=[CH:45][CH:44]=2)([CH2:22][O:23][C:24]2[CH:29]=[CH:28][C:27]([NH2:30])=[CH:26][CH:25]=2)[CH2:33][O:34][C:35]2[CH:36]=[CH:37][C:38]([NH2:41])=[CH:39][CH:40]=2)=[CH:18][CH:17]=1. The catalyst class is: 312. (4) Reactant: [CH3:1][S:2]([C:5]1[CH:6]=[C:7]([NH:11][C:12]2[N:17]=[CH:16][N:15]=[C:14]([C:18]3[CH:23]=[CH:22][CH:21]=[CH:20][C:19]=3[OH:24])[CH:13]=2)[CH:8]=[CH:9][CH:10]=1)(=[O:4])=[O:3].Br[CH2:26][CH2:27][O:28][CH3:29].C(=O)([O-])[O-].[K+].[K+]. Product: [CH3:1][S:2]([C:5]1[CH:6]=[C:7]([NH:11][C:12]2[CH:13]=[C:14]([C:18]3[CH:23]=[CH:22][CH:21]=[CH:20][C:19]=3[O:24][CH2:26][CH2:27][O:28][CH3:29])[N:15]=[CH:16][N:17]=2)[CH:8]=[CH:9][CH:10]=1)(=[O:3])=[O:4]. The catalyst class is: 10. (5) Reactant: [F:1][C:2]1[CH:3]=[C:4]([NH:9][C:10]2[O:14][C:13]([C:15]([NH:17][C:18]3[CH:23]=[CH:22][C:21]([CH2:24][CH2:25][CH2:26][CH:27](C(O)=O)[C:28]([OH:30])=[O:29])=[CH:20][CH:19]=3)=[O:16])=[N:12][N:11]=2)[CH:5]=[CH:6][C:7]=1[F:8]. Product: [F:1][C:2]1[CH:3]=[C:4]([NH:9][C:10]2[O:14][C:13]([C:15]([NH:17][C:18]3[CH:23]=[CH:22][C:21]([CH2:24][CH2:25][CH2:26][CH2:27][C:28]([OH:30])=[O:29])=[CH:20][CH:19]=3)=[O:16])=[N:12][N:11]=2)[CH:5]=[CH:6][C:7]=1[F:8]. The catalyst class is: 52. (6) Reactant: [NH:1]1[CH:5]=[CH:4][N:3]=[CH:2]1.C(O[K])(C)(C)C.F[C:13]1[CH:18]=[CH:17][C:16]([C:19]([F:22])([F:21])[F:20])=[CH:15][C:14]=1[N+:23]([O-:25])=[O:24].CCOC(C)=O. Product: [N+:23]([C:14]1[CH:15]=[C:16]([C:19]([F:20])([F:21])[F:22])[CH:17]=[CH:18][C:13]=1[N:1]1[CH:5]=[CH:4][N:3]=[CH:2]1)([O-:25])=[O:24]. The catalyst class is: 16. (7) Reactant: [F:1][C:2]1[CH:7]=[CH:6][C:5]([CH2:8][C:9]([CH:11]2[CH2:16][CH:15]([C:17]([F:20])([F:19])[F:18])[CH2:14][CH2:13][C:12]2=O)=O)=[CH:4][CH:3]=1.[CH3:22][C:23]1[N:24]([C:28]2[CH:33]=[CH:32][C:31]([NH:34][C:35]([NH2:37])=[NH:36])=[CH:30][CH:29]=2)[CH:25]=[CH:26][N:27]=1.C(=O)([O-])[O-].[K+].[K+].CCO. Product: [F:1][C:2]1[CH:7]=[CH:6][C:5]([CH2:8][C:9]2[C:11]3[CH2:16][CH:15]([C:17]([F:20])([F:19])[F:18])[CH2:14][CH2:13][C:12]=3[N:36]=[C:35]([NH:34][C:31]3[CH:32]=[CH:33][C:28]([N:24]4[CH:25]=[CH:26][N:27]=[C:23]4[CH3:22])=[CH:29][CH:30]=3)[N:37]=2)=[CH:4][CH:3]=1. The catalyst class is: 232. (8) Reactant: [CH3:1][C:2]1[CH:3]=[C:4]([C:7]2[C:8]([C:27]3[CH:32]=[CH:31][CH:30]=[CH:29][CH:28]=3)=[C:9]([C:13]([CH:15]([C:17]3[CH:22]=[CH:21][C:20]([O:23][CH3:24])=[C:19]([O:25][CH3:26])[CH:18]=3)[OH:16])=[O:14])[CH:10]=[CH:11][CH:12]=2)[S:5][CH:6]=1.[Bi]=O. Product: [CH3:1][C:2]1[CH:3]=[C:4]([C:7]2[C:8]([C:27]3[CH:28]=[CH:29][CH:30]=[CH:31][CH:32]=3)=[C:9]([C:13]([C:15]([C:17]3[CH:22]=[CH:21][C:20]([O:23][CH3:24])=[C:19]([O:25][CH3:26])[CH:18]=3)=[O:16])=[O:14])[CH:10]=[CH:11][CH:12]=2)[S:5][CH:6]=1. The catalyst class is: 15. (9) Reactant: [H-].[Na+].[C:3]([O:7][C:8](=[O:15])[NH:9][C:10]1[S:11][CH:12]=[CH:13][N:14]=1)([CH3:6])([CH3:5])[CH3:4].[CH3:16][Si:17]([CH3:24])([CH3:23])[CH2:18][CH2:19][O:20][CH2:21]Cl. Product: [C:3]([O:7][C:8](=[O:15])[N:9]([C:10]1[S:11][CH:12]=[CH:13][N:14]=1)[CH2:21][O:20][CH2:19][CH2:18][Si:17]([CH3:24])([CH3:23])[CH3:16])([CH3:6])([CH3:4])[CH3:5]. The catalyst class is: 9.